This data is from Catalyst prediction with 721,799 reactions and 888 catalyst types from USPTO. The task is: Predict which catalyst facilitates the given reaction. The catalyst class is: 3. Product: [CH3:1][N:2]1[C:6]([CH:7]([CH2:19][CH:18]=[CH2:17])[C:8]([O:10][CH3:11])=[O:9])=[C:5]([N+:12]([O-:14])=[O:13])[CH:4]=[N:3]1. Reactant: [CH3:1][N:2]1[C:6]([CH2:7][C:8]([O:10][CH3:11])=[O:9])=[C:5]([N+:12]([O-:14])=[O:13])[CH:4]=[N:3]1.[H-].[Na+].[CH2:17](Br)[CH:18]=[CH2:19].